Dataset: Forward reaction prediction with 1.9M reactions from USPTO patents (1976-2016). Task: Predict the product of the given reaction. (1) Given the reactants [Br:1][C:2]1[CH:6]=[N:5][N:4]([CH3:7])[C:3]=1[C:8]1[CH:9]=[C:10]([NH2:22])[CH:11]=[CH:12][C:13]=1[O:14][CH2:15][CH2:16][N:17]1[CH2:21][CH2:20][CH2:19][CH2:18]1.[F:23][C:24]1[CH:29]=[C:28]([F:30])[CH:27]=[CH:26][C:25]=1[N:31]=[C:32]=[O:33], predict the reaction product. The product is: [Br:1][C:2]1[CH:6]=[N:5][N:4]([CH3:7])[C:3]=1[C:8]1[CH:9]=[C:10]([NH:22][C:32]([NH:31][C:25]2[CH:26]=[CH:27][C:28]([F:30])=[CH:29][C:24]=2[F:23])=[O:33])[CH:11]=[CH:12][C:13]=1[O:14][CH2:15][CH2:16][N:17]1[CH2:18][CH2:19][CH2:20][CH2:21]1. (2) Given the reactants [O:1]1[CH2:4][CH:3]([N:5]2[CH:9]=[C:8]([NH2:10])[CH:7]=[N:6]2)[CH2:2]1.C(OC([NH:18][C:19]1[S:23][C:22]([C:24]2[C:29]([F:30])=[CH:28][CH:27]=[CH:26][C:25]=2[F:31])=[N:21][C:20]=1[C:32](O)=[O:33])=O)(C)(C)C.CN(C(ON1N=NC2C=CC=NC1=2)=[N+](C)C)C.F[P-](F)(F)(F)(F)F, predict the reaction product. The product is: [NH2:18][C:19]1[S:23][C:22]([C:24]2[C:29]([F:30])=[CH:28][CH:27]=[CH:26][C:25]=2[F:31])=[N:21][C:20]=1[C:32]([NH:10][C:8]1[CH:7]=[N:6][N:5]([CH:3]2[CH2:4][O:1][CH2:2]2)[CH:9]=1)=[O:33]. (3) Given the reactants S(=O)(=O)(O)[OH:2].[CH2:6]([N:13]1[CH2:18][CH2:17][C:16]([CH2:21][C:22]#[N:23])([C:19]#N)[CH2:15][CH2:14]1)[C:7]1[CH:12]=[CH:11][CH:10]=[CH:9][CH:8]=1.[OH-:24].[Na+], predict the reaction product. The product is: [CH2:6]([N:13]1[CH2:14][CH2:15][C:16]2([C:19](=[O:24])[NH:23][C:22](=[O:2])[CH2:21]2)[CH2:17][CH2:18]1)[C:7]1[CH:8]=[CH:9][CH:10]=[CH:11][CH:12]=1. (4) The product is: [C:1]([C:5]1[O:9][N:8]([CH2:2][C@H:1]2[CH2:5][CH2:6][CH2:16][O:17]2)[C:7](=[NH:10])[CH:6]=1)([CH3:4])([CH3:3])[CH3:2]. Given the reactants [C:1]([C:5]1[O:9][N:8]=[C:7]([NH2:10])[CH:6]=1)([CH3:4])([CH3:3])[CH3:2].CO.CN([CH:16]=[O:17])C, predict the reaction product. (5) Given the reactants [F:1][C:2]([F:27])([F:26])[CH2:3][NH:4][C:5]([C:7]1([CH2:21][CH2:22][CH2:23][CH2:24]Br)[C:20]2[CH:19]=[CH:18][CH:17]=[CH:16][C:15]=2[O:14][C:13]2[C:8]1=[CH:9][CH:10]=[CH:11][CH:12]=2)=[O:6].[N:28]1([C:35]2[CH:44]=[CH:43][C:42]3[C:37](=[CH:38][CH:39]=[CH:40][CH:41]=3)[N:36]=2)[CH2:34][CH2:33][CH2:32][NH:31][CH2:30][CH2:29]1, predict the reaction product. The product is: [F:1][C:2]([F:27])([F:26])[CH2:3][NH:4][C:5]([C:7]1([CH2:21][CH2:22][CH2:23][CH2:24][N:31]2[CH2:32][CH2:33][CH2:34][N:28]([C:35]3[CH:44]=[CH:43][C:42]4[C:37](=[CH:38][CH:39]=[CH:40][CH:41]=4)[N:36]=3)[CH2:29][CH2:30]2)[C:20]2[CH:19]=[CH:18][CH:17]=[CH:16][C:15]=2[O:14][C:13]2[C:8]1=[CH:9][CH:10]=[CH:11][CH:12]=2)=[O:6]. (6) Given the reactants [CH3:1][O:2][CH2:3][C@H:4]([CH3:26])[O:5][C:6]1[CH:7]=[C:8]([CH:12]=[C:13]([O:15][C:16]2[CH:21]=[CH:20][C:19]([C:22]([F:25])([F:24])[F:23])=[CH:18][CH:17]=2)[CH:14]=1)[C:9](O)=[O:10].[CH2:27]([O:29][C:30](=[O:39])[CH2:31][S:32][C:33]1[S:37][C:36]([NH2:38])=[N:35][CH:34]=1)[CH3:28], predict the reaction product. The product is: [CH2:27]([O:29][C:30](=[O:39])[CH2:31][S:32][C:33]1[S:37][C:36]([NH:38][C:9](=[O:10])[C:8]2[CH:12]=[C:13]([O:15][C:16]3[CH:21]=[CH:20][C:19]([C:22]([F:24])([F:25])[F:23])=[CH:18][CH:17]=3)[CH:14]=[C:6]([O:5][C@@H:4]([CH3:26])[CH2:3][O:2][CH3:1])[CH:7]=2)=[N:35][CH:34]=1)[CH3:28]. (7) Given the reactants C[O:2][C:3](=[O:21])[CH:4]([C:10]1[CH:15]=[CH:14][C:13]([S:16]([CH3:19])(=[O:18])=[O:17])=[C:12]([Cl:20])[CH:11]=1)[CH2:5][CH:6]1[CH2:9][O:8][CH2:7]1.O.[OH-].[Li+], predict the reaction product. The product is: [Cl:20][C:12]1[CH:11]=[C:10]([CH:4]([CH2:5][CH:6]2[CH2:9][O:8][CH2:7]2)[C:3]([OH:21])=[O:2])[CH:15]=[CH:14][C:13]=1[S:16]([CH3:19])(=[O:17])=[O:18]. (8) Given the reactants F[C:2](F)(F)[C:3]([O:5][C:6]1[C:11]([F:12])=[C:10]([F:13])[CH:9]=[C:8]([F:14])[C:7]=1[F:15])=[O:4].[C:18]([O:22][C:23]([N:25]1[C:36]2[C:28](=[C:29]3[C:33](=[CH:34][CH:35]=2)[NH:32]C(C(O)=O)=[CH:30]3)[CH2:27][CH2:26]1)=[O:24])([CH3:21])([CH3:20])[CH3:19].C(N(CC)CC)C, predict the reaction product. The product is: [C:18]([O:22][C:23]([N:25]1[C:36]2[C:28](=[C:29]3[C:33](=[CH:34][CH:35]=2)[NH:32][C:2]([C:3]([O:5][C:6]2[C:11]([F:12])=[C:10]([F:13])[CH:9]=[C:8]([F:14])[C:7]=2[F:15])=[O:4])=[CH:30]3)[CH2:27][CH2:26]1)=[O:24])([CH3:21])([CH3:19])[CH3:20]. (9) Given the reactants F[C:2]1[CH:3]=[C:4]([Cl:10])[CH:5]=[C:6]([CH:9]=1)[C:7]#[N:8].[CH3:11][N:12]1[CH2:17][CH2:16][NH:15][CH2:14][CH2:13]1.C(OCC)C, predict the reaction product. The product is: [Cl:10][C:4]1[CH:5]=[C:6]([CH:9]=[C:2]([N:15]2[CH2:16][CH2:17][N:12]([CH3:11])[CH2:13][CH2:14]2)[CH:3]=1)[C:7]#[N:8]. (10) Given the reactants Br[C:2]1[CH:9]=[CH:8][C:5]([NH:6][CH3:7])=[CH:4][CH:3]=1.[CH3:10][Si:11]([C:14]#[CH:15])([CH3:13])[CH3:12].C1C=CC(P(C2C=CC=CC=2)C2C=CC=CC=2)=CC=1, predict the reaction product. The product is: [CH3:7][NH:6][C:5]1[CH:8]=[CH:9][C:2]([C:15]#[C:14][Si:11]([CH3:13])([CH3:12])[CH3:10])=[CH:3][CH:4]=1.